Dataset: Reaction yield outcomes from USPTO patents with 853,638 reactions. Task: Predict the reaction yield, written as a fraction of the theoretical maximum amount of product (1.0 means a 100% yield; for example, 0.34 means a 34% yield). (1) The reactants are [NH2:1][C:2]1[C:3]([C:9](O)=O)=[N:4][C:5]([Br:8])=[CH:6][N:7]=1.[C:12]1([NH2:19])[C:13]([NH2:18])=[CH:14][CH:15]=[CH:16][CH:17]=1.C(OP(C#N)(OCC)=O)C.C(N(CC)CC)C.C. The catalyst is COCCOC.CCOC(C)=O.O. The product is [NH:18]1[C:13]2[CH:14]=[CH:15][CH:16]=[CH:17][C:12]=2[N:19]=[C:9]1[C:3]1[C:2]([NH2:1])=[N:7][CH:6]=[C:5]([Br:8])[N:4]=1. The yield is 0.600. (2) The reactants are [CH:1]([C:4]1[C:12]2[O:11][C:10]([C:13]3[CH:18]=[CH:17][C:16]([O:19]C)=[CH:15][CH:14]=3)=[CH:9][C:8]=2[CH:7]=[C:6]([O:21]C)[CH:5]=1)([CH3:3])[CH3:2].Cl.N1C=CC=CC=1. The yield is 0.340. The product is [OH:19][C:16]1[CH:17]=[CH:18][C:13]([C:10]2[O:11][C:12]3[C:4]([CH:1]([CH3:2])[CH3:3])=[CH:5][C:6]([OH:21])=[CH:7][C:8]=3[CH:9]=2)=[CH:14][CH:15]=1. The catalyst is O.